Dataset: Full USPTO retrosynthesis dataset with 1.9M reactions from patents (1976-2016). Task: Predict the reactants needed to synthesize the given product. Given the product [F:20][C:17]1[CH:18]=[C:19]2[C:9]3[C:10](=[CH:11][N:12]=[C:7]([C:27]4[CH:26]=[N:25][N:24]([CH3:23])[CH:28]=4)[CH:8]=3)[NH:13][C:14]2=[N:15][CH:16]=1, predict the reactants needed to synthesize it. The reactants are: FC(F)(F)S(O[C:7]1[CH:8]=[C:9]2[C:19]3[C:14](=[N:15][CH:16]=[C:17]([F:20])[CH:18]=3)[NH:13][C:10]2=[CH:11][N:12]=1)(=O)=O.[CH3:23][N:24]1[CH:28]=[C:27](B2OC(C)(C)C(C)(C)O2)[CH:26]=[N:25]1.C(=O)([O-])[O-].[Cs+].[Cs+].